This data is from Full USPTO retrosynthesis dataset with 1.9M reactions from patents (1976-2016). The task is: Predict the reactants needed to synthesize the given product. (1) Given the product [Cl:7][C:8]1[N:13]=[C:12]([O:4][C:1]2[CH:21]=[CH:20][C:19]([N+:16]([O-:18])=[O:17])=[CH:24][CH:23]=2)[C:11]([Cl:15])=[CH:10][N:9]=1, predict the reactants needed to synthesize it. The reactants are: [C:1](=[O:4])([O-])[O-].[K+].[K+].[Cl:7][C:8]1[N:13]=[C:12](Cl)[C:11]([Cl:15])=[CH:10][N:9]=1.[N+:16]([C:19]1[CH:20]=[C:21](O)C=[CH:23][CH:24]=1)([O-:18])=[O:17]. (2) Given the product [ClH:31].[F:29][C:2]([F:1])([F:30])[S:3]([NH:6][C:7]1[CH:12]=[CH:11][C:10]([CH2:13][CH2:14][N:15]2[C:25](=[O:26])[C:24]3[N:27]4[C:17](=[CH:18][N:19]=[C:20]4[CH:21]=[CH:22][CH:23]=3)[C:16]2=[O:28])=[CH:9][CH:8]=1)(=[O:4])=[O:5], predict the reactants needed to synthesize it. The reactants are: [F:1][C:2]([F:30])([F:29])[S:3]([NH:6][C:7]1[CH:12]=[CH:11][C:10]([CH2:13][CH2:14][N:15]2[C:25](=[O:26])[C:24]3[N:27]4[C:17](=[CH:18][N:19]=[C:20]4[CH:21]=[CH:22][CH:23]=3)[C:16]2=[O:28])=[CH:9][CH:8]=1)(=[O:5])=[O:4].[ClH:31].